This data is from Forward reaction prediction with 1.9M reactions from USPTO patents (1976-2016). The task is: Predict the product of the given reaction. (1) Given the reactants [Cl:1][CH2:2][C:3](Cl)=[O:4].[NH2:6][CH2:7][CH:8]([OH:25])[CH2:9][N:10]([CH2:18][C:19]1[CH:24]=[CH:23][CH:22]=[CH:21][CH:20]=1)[CH2:11][C:12]1[CH:17]=[CH:16][CH:15]=[CH:14][CH:13]=1, predict the reaction product. The product is: [Cl:1][CH2:2][C:3]([NH:6][CH2:7][CH:8]([OH:25])[CH2:9][N:10]([CH2:11][C:12]1[CH:17]=[CH:16][CH:15]=[CH:14][CH:13]=1)[CH2:18][C:19]1[CH:24]=[CH:23][CH:22]=[CH:21][CH:20]=1)=[O:4]. (2) Given the reactants C(N(CC)CC)C.[C:8]1([CH3:36])[CH:13]=[CH:12][C:11]([N:14]2[C:18]([NH:19][C:20](=[O:28])OC3C=CC=CC=3)=[CH:17][C:16]([C:29]([CH3:35])([CH3:34])[C:30]([F:33])([F:32])[F:31])=[N:15]2)=[CH:10][CH:9]=1.[NH2:37][C:38]1[C:47]2[C:42](=[CH:43][CH:44]=[CH:45][CH:46]=2)[C:41]([O:48][C:49]2[CH:54]=[CH:53][N:52]=[C:51]([NH:55][C:56]3[CH:61]=[C:60]([O:62][CH2:63][CH2:64][O:65][CH2:66][CH2:67][O:68][CH2:69][CH2:70][O:71][CH3:72])[CH:59]=[C:58]([O:73][CH3:74])[CH:57]=3)[N:50]=2)=[CH:40][CH:39]=1, predict the reaction product. The product is: [CH3:74][O:73][C:58]1[CH:57]=[C:56]([NH:55][C:51]2[N:50]=[C:49]([O:48][C:41]3[C:42]4[C:47](=[CH:46][CH:45]=[CH:44][CH:43]=4)[C:38]([NH:37][C:20]([NH:19][C:18]4[N:14]([C:11]5[CH:10]=[CH:9][C:8]([CH3:36])=[CH:13][CH:12]=5)[N:15]=[C:16]([C:29]([CH3:35])([CH3:34])[C:30]([F:31])([F:32])[F:33])[CH:17]=4)=[O:28])=[CH:39][CH:40]=3)[CH:54]=[CH:53][N:52]=2)[CH:61]=[C:60]([O:62][CH2:63][CH2:64][O:65][CH2:66][CH2:67][O:68][CH2:69][CH2:70][O:71][CH3:72])[CH:59]=1.